Task: Predict which catalyst facilitates the given reaction.. Dataset: Catalyst prediction with 721,799 reactions and 888 catalyst types from USPTO (1) Reactant: [CH2:1]([N:8]1[C:12]2=[N:13][CH:14]=[C:15]([NH:17][C:18]3[CH:27]=[CH:26][C:25]([Cl:28])=[CH:24][C:19]=3[C:20]([O:22]C)=[O:21])[CH:16]=[C:11]2[CH:10]=[CH:9]1)[C:2]1[CH:7]=[CH:6][CH:5]=[CH:4][CH:3]=1.[OH-].[Na+].O.Cl. The catalyst class is: 199. Product: [CH2:1]([N:8]1[C:12]2=[N:13][CH:14]=[C:15]([NH:17][C:18]3[CH:27]=[CH:26][C:25]([Cl:28])=[CH:24][C:19]=3[C:20]([OH:22])=[O:21])[CH:16]=[C:11]2[CH:10]=[CH:9]1)[C:2]1[CH:3]=[CH:4][CH:5]=[CH:6][CH:7]=1. (2) Reactant: [NH2:1][C:2]1[CH:6]=[C:5]([C:7]2[CH:12]=[CH:11][CH:10]=[CH:9][CH:8]=2)[S:4][CH:3]=1.C(=O)([O-])[O-].[K+].[K+].Br[CH2:20][C:21]([O:23][CH3:24])=[O:22].O. The catalyst class is: 3. Product: [C:7]1([C:5]2[S:4][CH:3]=[C:2]([NH:1][CH2:20][C:21]([O:23][CH3:24])=[O:22])[CH:6]=2)[CH:12]=[CH:11][CH:10]=[CH:9][CH:8]=1. (3) Reactant: C[Si](C)(C)[N-][Si](C)(C)C.[Li+].[Si]([O:18][CH2:19][C@@H:20]1[C:24]([C:25]2[N:26]=[C:27]([SH:30])[S:28][CH:29]=2)=[CH:23][CH2:22][N:21]1[C:31]([O:33][CH2:34][CH:35]=[CH2:36])=[O:32])(C(C)(C)C)(C)C.O(P(OC1C=CC=CC=1)O[C:46]1[C@H:52]([CH3:53])[C@H:51]2[N:48]([C:49](=[O:61])[C@@H:50]2[C@H:54]([O:56][Si](C)(C)C)[CH3:55])[C:47]=1[C:62]([O:64][CH2:65][CH:66]=[CH2:67])=[O:63])C1C=CC=CC=1.C(#N)C.[F-].C([N+](CCCC)(CCCC)CCCC)CCC. Product: [CH2:34]([O:33][C:31]([N:21]1[CH2:22][CH:23]=[C:24]([C:25]2[N:26]=[C:27]([S:30][C:46]3[C@H:52]([CH3:53])[C@H:51]4[N:48]([C:49](=[O:61])[C@@H:50]4[C@H:54]([OH:56])[CH3:55])[C:47]=3[C:62]([O:64][CH2:65][CH:66]=[CH2:67])=[O:63])[S:28][CH:29]=2)[C@H:20]1[CH2:19][OH:18])=[O:32])[CH:35]=[CH2:36]. The catalyst class is: 559.